From a dataset of Full USPTO retrosynthesis dataset with 1.9M reactions from patents (1976-2016). Predict the reactants needed to synthesize the given product. (1) Given the product [CH:1]([N:4]1[C:12]2[CH:11]=[C:10]([NH:13][C:14]3[CH:19]=[CH:18][N:17]=[C:16]([S:20][CH2:21][C:22]([CH3:27])([CH3:26])[C:23]([NH2:37])=[O:25])[N:15]=3)[N:9]=[CH:8][C:7]=2[N:6]=[C:5]1[CH3:28])([CH3:3])[CH3:2], predict the reactants needed to synthesize it. The reactants are: [CH:1]([N:4]1[C:12]2[CH:11]=[C:10]([NH:13][C:14]3[CH:19]=[CH:18][N:17]=[C:16]([S:20][CH2:21][C:22]([CH3:27])([CH3:26])[C:23]([OH:25])=O)[N:15]=3)[N:9]=[CH:8][C:7]=2[N:6]=[C:5]1[CH3:28])([CH3:3])[CH3:2].F[P-](F)(F)(F)(F)F.C[N:37](C(N(C)C)=[N+]1C2C(=NC=CC=2)[N+]([O-])=N1)C.[Cl-].[NH4+].C(N(CC)C(C)C)(C)C. (2) Given the product [C:20]([C:19]1[CH:22]=[C:23]([CH:24]=[CH:25][C:18]=1[F:17])[CH:26]=[C:4]1[C:5]2[C:10](=[CH:9][CH:8]=[CH:7][CH:6]=2)[C:2](=[O:1])[O:3]1)#[N:21], predict the reactants needed to synthesize it. The reactants are: [O:1]=[C:2]1[C:10]2[C:5](=[CH:6][CH:7]=[CH:8][CH:9]=2)[CH:4](P(=O)(OC)OC)[O:3]1.[F:17][C:18]1[CH:25]=[CH:24][C:23]([CH:26]=O)=[CH:22][C:19]=1[C:20]#[N:21].C(N(CC)CC)C. (3) Given the product [NH2:16][C:13]1[C:12]2=[CH:17][CH:18]=[C:19]([CH2:8][N:5]3[CH2:6][CH2:7][CH:2]([OH:1])[CH2:3][CH2:4]3)[N:11]2[N:10]=[CH:15][N:14]=1, predict the reactants needed to synthesize it. The reactants are: [OH:1][CH:2]1[CH2:7][CH2:6][NH:5][CH2:4][CH2:3]1.[CH2:8]=O.[N:10]1[N:11]2[CH:19]=[CH:18][CH:17]=[C:12]2[C:13]([NH2:16])=[N:14][CH:15]=1. (4) Given the product [CH3:35][O:36][CH2:37][CH2:38][NH:39][C:2]1[N:7]=[CH:6][C:5]([C:8]2[CH:13]=[CH:12][N:11]=[C:10]([NH:14][C:15]3[CH:16]=[C:17]([NH:22][C:23](=[O:34])[C:24]4[CH:29]=[CH:28][CH:27]=[C:26]([C:30]([F:33])([F:32])[F:31])[CH:25]=4)[CH:18]=[CH:19][C:20]=3[CH3:21])[N:9]=2)=[CH:4][CH:3]=1, predict the reactants needed to synthesize it. The reactants are: Cl[C:2]1[N:7]=[CH:6][C:5]([C:8]2[CH:13]=[CH:12][N:11]=[C:10]([NH:14][C:15]3[CH:16]=[C:17]([NH:22][C:23](=[O:34])[C:24]4[CH:29]=[CH:28][CH:27]=[C:26]([C:30]([F:33])([F:32])[F:31])[CH:25]=4)[CH:18]=[CH:19][C:20]=3[CH3:21])[N:9]=2)=[CH:4][CH:3]=1.[CH3:35][O:36][CH2:37][CH2:38][NH2:39]. (5) Given the product [ClH:40].[OH:27][C@H:25]1[CH2:24][NH:23][C@H:22]([C:21]([NH:1][C@H:2]([C:4]([NH:6][C@H:7]([C:10]([OH:12])=[O:11])[CH2:8][OH:9])=[O:5])[CH3:3])=[O:20])[CH2:26]1, predict the reactants needed to synthesize it. The reactants are: [NH2:1][C@H:2]([C:4]([NH:6][C@H:7]([C:10]([OH:12])=[O:11])[CH2:8][OH:9])=[O:5])[CH3:3].FC1C([O:20][C:21](=O)[C@@H:22]2[CH2:26][C@@H:25]([OH:27])[CH2:24][N:23]2C(OC(C)(C)C)=O)=C(F)C(F)=C(F)C=1F.[ClH:40]. (6) Given the product [O:30]1[CH2:35][CH2:34][CH:33]([C:36]([N:14]2[CH2:13][C:12]3[CH:15]=[CH:16][C:17]([C:19]([O:21][CH3:22])=[O:20])=[CH:18][C:11]=3[O:10][CH2:9][CH:8]2[CH:5]2[CH2:6][CH2:7][O:2][CH2:3][CH2:4]2)=[O:37])[CH2:32][CH2:31]1, predict the reactants needed to synthesize it. The reactants are: Cl.[O:2]1[CH2:7][CH2:6][CH:5]([CH:8]2[NH:14][CH2:13][C:12]3[CH:15]=[CH:16][C:17]([C:19]([O:21][CH3:22])=[O:20])=[CH:18][C:11]=3[O:10][CH2:9]2)[CH2:4][CH2:3]1.CCN(CC)CC.[O:30]1[CH2:35][CH2:34][CH:33]([C:36](O)=[O:37])[CH2:32][CH2:31]1.ClC(Cl)C. (7) Given the product [OH:57][C@H:25]([CH2:24][O:23][C:22]1[CH:21]=[CH:20][C:19]([OH:18])=[CH:59][CH:58]=1)[CH2:26][NH:27][CH2:28][CH2:29][C:30]1[CH:31]=[CH:32][C:33]([NH:34][CH:35]2[CH2:36][CH2:37][N:38]([C:41]([C:43]3[NH:44][C:45]4[C:50]([CH:51]=3)=[CH:49][CH:48]=[CH:47][C:46]=4[N+:52]([O-:54])=[O:53])=[O:42])[CH2:39][CH2:40]2)=[CH:55][CH:56]=1, predict the reactants needed to synthesize it. The reactants are: [Si]([O:18][C:19]1[CH:59]=[CH:58][C:22]([O:23][CH2:24][C@@H:25]([OH:57])[CH2:26][NH:27][CH2:28][CH2:29][C:30]2[CH:56]=[CH:55][C:33]([NH:34][CH:35]3[CH2:40][CH2:39][N:38]([C:41]([C:43]4[NH:44][C:45]5[C:50]([CH:51]=4)=[CH:49][CH:48]=[CH:47][C:46]=5[N+:52]([O-:54])=[O:53])=[O:42])[CH2:37][CH2:36]3)=[CH:32][CH:31]=2)=[CH:21][CH:20]=1)(C(C)(C)C)(C1C=CC=CC=1)C1C=CC=CC=1. (8) Given the product [Cl:1][C:2]1[CH:3]=[CH:4][C:5]2[N:11]([CH2:12][C:13]([CH3:19])([CH3:20])[CH2:14][OH:15])[C:10](=[O:21])[C@@H:9]([CH2:22][C:23]([NH:25][CH2:26][CH2:27][CH2:28][O:29][C:30]3[CH:35]=[CH:34][C:33]([CH2:36][C:37]([OH:39])=[O:38])=[CH:32][CH:31]=3)=[O:24])[O:8][C@H:7]([C:41]3[CH:46]=[CH:45][CH:44]=[C:43]([O:47][CH3:48])[C:42]=3[O:49][CH3:50])[C:6]=2[CH:51]=1, predict the reactants needed to synthesize it. The reactants are: [Cl:1][C:2]1[CH:3]=[CH:4][C:5]2[N:11]([CH2:12][C:13]([CH3:20])([CH3:19])[CH2:14][O:15]C(=O)C)[C:10](=[O:21])[C@@H:9]([CH2:22][C:23]([NH:25][CH2:26][CH2:27][CH2:28][O:29][C:30]3[CH:35]=[CH:34][C:33]([CH2:36][C:37]([O:39]C)=[O:38])=[CH:32][CH:31]=3)=[O:24])[O:8][C@H:7]([C:41]3[CH:46]=[CH:45][CH:44]=[C:43]([O:47][CH3:48])[C:42]=3[O:49][CH3:50])[C:6]=2[CH:51]=1.[OH-].[Na+].C(O)C. (9) Given the product [OH:5][CH2:4][C@H:3]1[N:8]([C:11]2[CH:12]=[N:13][CH:14]=[CH:15][CH:16]=2)[C:7](=[O:9])[CH2:6][CH2:2]1, predict the reactants needed to synthesize it. The reactants are: O[CH2:2][C@H:3]1[NH:8][C:7](=[O:9])[CH2:6][O:5][CH2:4]1.I[C:11]1[CH:12]=[N:13][CH:14]=[CH:15][CH:16]=1.CN(C)CCN.[O-]P([O-])([O-])=O.[K+].[K+].[K+].